From a dataset of Reaction yield outcomes from USPTO patents with 853,638 reactions. Predict the reaction yield, written as a fraction of the theoretical maximum amount of product (1.0 means a 100% yield; for example, 0.34 means a 34% yield). (1) The reactants are [CH3:1][C:2]1[CH:7]=[C:6]([CH3:8])[N:5]=[C:4]([OH:9])[N:3]=1.[I-].C[N+]1C=CN([C:17](=[O:26])[N:18]([CH3:25])[C:19]2[CH:24]=[CH:23][CH:22]=[CH:21][CH:20]=2)C=1.C(N(CC)CC)C. The catalyst is C(#N)C. The product is [CH3:1][C:2]1[CH:7]=[C:6]([CH3:8])[N:5]=[C:4]([O:9][C:17](=[O:26])[N:18]([CH3:25])[C:19]2[CH:24]=[CH:23][CH:22]=[CH:21][CH:20]=2)[N:3]=1. The yield is 0.600. (2) The reactants are [Cl:1][C:2]1[CH:10]=[C:9]2[C:5](/[C:6](=[CH:12]/[C:13]3[CH:18]=[CH:17][CH:16]=[C:15]([Cl:19])[CH:14]=3)/[C:7](=[O:11])[NH:8]2)=[CH:4][CH:3]=1.[C:20]([O:24][C:25](O[C:25]([O:24][C:20]([CH3:23])([CH3:22])[CH3:21])=[O:26])=[O:26])([CH3:23])([CH3:22])[CH3:21]. The catalyst is ClCCl.CN(C)C1C=CN=CC=1. The product is [C:20]([O:24][C:25]([N:8]1[C:9]2[C:5](=[CH:4][CH:3]=[C:2]([Cl:1])[CH:10]=2)/[C:6](=[CH:12]/[C:13]2[CH:18]=[CH:17][CH:16]=[C:15]([Cl:19])[CH:14]=2)/[C:7]1=[O:11])=[O:26])([CH3:23])([CH3:22])[CH3:21]. The yield is 0.960. (3) The reactants are [NH2:1][C@H:2]1[CH2:7][CH2:6][C@H:5]([NH:8][C:9]2[CH:10]=[C:11]([N:21](CC3C=CC(OC)=CC=3)[C:22]3[CH:27]=[CH:26][CH:25]=[CH:24][CH:23]=3)[C:12]3[N:13]([C:15]([C:18]#[C:19][CH3:20])=[CH:16][N:17]=3)[N:14]=2)[CH2:4][CH2:3]1.C(N1CCCC(NC2C=C(N(CC3C=CC(OC)=CC=3)C3C=CC=CC=3)C3N(C(C#N)=CN=3)N=2)C1)C1C=CC=CC=1.C(O)(C(F)(F)F)=O. The catalyst is C(Cl)Cl. The product is [NH2:1][C@H:2]1[CH2:3][CH2:4][C@H:5]([NH:8][C:9]2[CH:10]=[C:11]([NH:21][C:22]3[CH:23]=[CH:24][CH:25]=[CH:26][CH:27]=3)[C:12]3[N:13]([C:15]([C:18]#[C:19][CH3:20])=[CH:16][N:17]=3)[N:14]=2)[CH2:6][CH2:7]1. The yield is 0.0500. (4) The yield is 0.150. The catalyst is C(O)(=O)C. The reactants are [Br:1][C:2]1[C:11]2[C:6](=[CH:7][CH:8]=[CH:9][CH:10]=2)[C:5]([CH3:12])=[CH:4][CH:3]=1.[N+]([O-])([O-])=[O:14].[Ce+3].[NH4+].[NH4+].[N+]([O-])([O-])=O.[N+]([O-])([O-])=O.[N+]([O-])([O-])=O.[N+]([O-])([O-])=O.O. The product is [Br:1][C:2]1[C:11]2[C:6](=[CH:7][CH:8]=[CH:9][CH:10]=2)[C:5]([CH:12]=[O:14])=[CH:4][CH:3]=1.